This data is from Forward reaction prediction with 1.9M reactions from USPTO patents (1976-2016). The task is: Predict the product of the given reaction. (1) Given the reactants [CH:1]1([C:4]2[CH:9]=[C:8]([F:10])[C:7]([N+:11]([O-])=O)=[CH:6][C:5]=2[N:14]2[C:18](=[O:19])[N:17]([CH3:20])[N:16]=[N:15]2)[CH2:3][CH2:2]1.O.O.Cl[Sn]Cl.Cl, predict the reaction product. The product is: [NH2:11][C:7]1[C:8]([F:10])=[CH:9][C:4]([CH:1]2[CH2:3][CH2:2]2)=[C:5]([N:14]2[C:18](=[O:19])[N:17]([CH3:20])[N:16]=[N:15]2)[CH:6]=1. (2) Given the reactants [OH-].[Li+].[CH3:3][O:4][C:5]1[CH:6]=[C:7]([CH:10]=[CH:11][C:12]=1[N:13]1[CH:17]=[C:16]([CH3:18])[N:15]=[CH:14]1)[CH:8]=O.[F:19][C:20]1[CH:21]=[C:22]([C@@H:27]2[N:31]3[C:32](=[O:45])[CH:33](P(=O)(OCC)OCC)[CH2:34][CH2:35][CH2:36][C@@H:30]3[CH2:29][CH2:28]2)[CH:23]=[CH:24][C:25]=1[F:26], predict the reaction product. The product is: [F:19][C:20]1[CH:21]=[C:22]([C@@H:27]2[N:31]3[C:32](=[O:45])/[C:33](=[CH:8]/[C:7]4[CH:10]=[CH:11][C:12]([N:13]5[CH:17]=[C:16]([CH3:18])[N:15]=[CH:14]5)=[C:5]([O:4][CH3:3])[CH:6]=4)/[CH2:34][CH2:35][CH2:36][C@@H:30]3[CH2:29][CH2:28]2)[CH:23]=[CH:24][C:25]=1[F:26].